Dataset: Reaction yield outcomes from USPTO patents with 853,638 reactions. Task: Predict the reaction yield, written as a fraction of the theoretical maximum amount of product (1.0 means a 100% yield; for example, 0.34 means a 34% yield). (1) The reactants are [CH:1]1[CH:6]=[N:5][CH:4]=[C:3]([C:7]2[CH2:11][CH2:10][CH2:9][N:8]=2)[CH:2]=1. The catalyst is CO.[Pd]. The product is [CH:1]1[CH:6]=[N:5][CH:4]=[C:3]([CH:7]2[NH:8][CH2:9][CH2:10][CH2:11]2)[CH:2]=1. The yield is 0.847. (2) The reactants are [CH:1]([N:4]1[C:8]([C:9]2[N:18]=[C:17]3[N:11]([CH2:12][CH2:13][O:14][C:15]4[CH:22]=[C:21](O)[N:20]=[CH:19][C:16]=43)[CH:10]=2)=[N:7][C:6](C)=[N:5]1)([CH3:3])[CH3:2].[CH3:25][O:26][C@H:27]1[CH2:31][CH2:30][NH:29][C@@H:28]1[C:32]([NH2:34])=[O:33]. The product is [CH:1]([N:4]1[C:8]([C:9]2[N:18]=[C:17]3[C:16]4[CH:19]=[N:20][C:21]([N:29]5[CH2:30][CH2:31][C@H:27]([O:26][CH3:25])[C@H:28]5[C:32]([NH2:34])=[O:33])=[CH:22][C:15]=4[O:14][CH2:13][CH2:12][N:11]3[CH:10]=2)=[N:7][CH:6]=[N:5]1)([CH3:2])[CH3:3]. The catalyst is C(N(CC)CC)C. The yield is 0.270. (3) The reactants are [Br:1][C:2]1[CH:11]=[C:10]2[C:5]([CH2:6][C:7]([CH2:14][OH:15])([CH3:13])[CH2:8][C:9]2=[O:12])=[CH:4][CH:3]=1.[C:16]([Si:20](Cl)([CH3:22])[CH3:21])([CH3:19])([CH3:18])[CH3:17].N1C=CN=C1. The catalyst is C(Cl)Cl. The product is [Br:1][C:2]1[CH:11]=[C:10]2[C:5]([CH2:6][C:7]([CH2:14][O:15][Si:20]([C:16]([CH3:19])([CH3:18])[CH3:17])([CH3:22])[CH3:21])([CH3:13])[CH2:8][C:9]2=[O:12])=[CH:4][CH:3]=1. The yield is 0.850. (4) The reactants are C(OC(=O)[NH:7][CH2:8][CH2:9][O:10][C:11]1[CH:16]=[CH:15][C:14]([CH2:17][CH2:18][CH2:19][CH2:20][NH:21][C:22]([NH2:35])=[N:23][C:24]([C:26]2[C:31]([NH2:32])=[N:30][C:29]([NH2:33])=[C:28]([Cl:34])[N:27]=2)=[O:25])=[CH:13][CH:12]=1)(C)(C)C.Cl.C(Cl)Cl.CO. The catalyst is CO. The product is [NH2:7][CH2:8][CH2:9][O:10][C:11]1[CH:12]=[CH:13][C:14]([CH2:17][CH2:18][CH2:19][CH2:20][NH:21][C:22]([NH:23][C:24]([C:26]2[C:31]([NH2:32])=[N:30][C:29]([NH2:33])=[C:28]([Cl:34])[N:27]=2)=[O:25])=[NH:35])=[CH:15][CH:16]=1. The yield is 0.990. (5) The reactants are C([N:4]1[C:12]2[C:7](=[CH:8][C:9]([C:13](Cl)=[O:14])=[CH:10][CH:11]=2)[C:6]([C:16]2[CH:21]=[CH:20][C:19]([F:22])=[CH:18][CH:17]=2)=[N:5]1)(=O)C.[OH-].[NH4+:24].O. The catalyst is C(Cl)Cl. The product is [F:22][C:19]1[CH:20]=[CH:21][C:16]([C:6]2[C:7]3[C:12](=[CH:11][CH:10]=[C:9]([C:13]([NH2:24])=[O:14])[CH:8]=3)[NH:4][N:5]=2)=[CH:17][CH:18]=1. The yield is 0.720. (6) The reactants are [CH2:1]([N:3]1[CH2:8][CH2:7][NH:6][CH2:5][CH2:4]1)[CH3:2].F[C:10]1[CH:11]=[CH:12][C:13]([N+:17]([O-:19])=[O:18])=[C:14]([NH2:16])[CH:15]=1.CCN(C(C)C)C(C)C. The catalyst is CN(C=O)C. The product is [CH2:1]([N:3]1[CH2:8][CH2:7][N:6]([C:10]2[CH:11]=[CH:12][C:13]([N+:17]([O-:19])=[O:18])=[C:14]([NH2:16])[CH:15]=2)[CH2:5][CH2:4]1)[CH3:2]. The yield is 0.630. (7) The reactants are [CH2:1](Br)[C:2]1[CH:7]=[CH:6][CH:5]=[CH:4][CH:3]=1.[CH2:9]([C:11]1[CH:12]=[C:13]([OH:17])[CH:14]=[CH:15][CH:16]=1)[CH3:10].C([O-])([O-])=[O:19].[K+].[K+].Cl. The catalyst is CC#N. The product is [CH2:9]([C:11]1[C:12]([O:19][CH2:1][C:2]2[CH:7]=[CH:6][CH:5]=[CH:4][CH:3]=2)=[C:13]([OH:17])[CH:14]=[CH:15][CH:16]=1)[CH3:10]. The yield is 0.940. (8) The reactants are [CH2:1]1[CH:12]2[CH:4]([NH:5][C:6]3[C:7]([C:13]([NH:15][C@@H:16]([CH3:20])[C:17](O)=[O:18])=[O:14])=[CH:8][CH:9]=[CH:10][C:11]=32)[CH2:3][CH2:2]1. The catalyst is C(O)(=O)C. The product is [CH3:20][C@@H:16]1[NH:15][C:13](=[O:14])[C:7]2=[C:6]3[C:11](=[CH:10][CH:9]=[CH:8]2)[CH:12]2[CH2:1][CH2:2][CH2:3][CH:4]2[N:5]3[C:17]1=[O:18]. The yield is 0.640. (9) The catalyst is C1C=CC(P(C2C=CC=CC=2)[C-]2C=CC=C2)=CC=1.C1C=CC(P(C2C=CC=CC=2)[C-]2C=CC=C2)=CC=1.Cl[Pd]Cl.[Fe+2].O. The product is [CH3:41][C:35]1([CH3:42])[CH2:34][C:33]2[CH:32]=[C:31]3[N:38]([CH2:39][CH2:40][N:29]([C:25]4[C:24]([CH:44]=[O:45])=[C:23]([C:15]5[N:16]=[C:11]([NH:10][C:7]6[CH:8]=[CH:9][N:4]7[CH:3]=[CH:2][N:1]=[C:5]7[CH:6]=6)[C:12](=[O:21])[N:13]([CH3:20])[CH:14]=5)[CH:28]=[CH:27][N:26]=4)[C:30]3=[O:43])[C:37]=2[CH2:36]1. The reactants are [N:1]1[CH:2]=[CH:3][N:4]2[CH:9]=[CH:8][C:7]([NH:10][C:11]3[C:12](=[O:21])[N:13]([CH3:20])[CH:14]=[C:15](B(O)O)[N:16]=3)=[CH:6][C:5]=12.Cl[C:23]1[CH:28]=[CH:27][N:26]=[C:25]([N:29]2[CH2:40][CH2:39][N:38]3[C:31](=[CH:32][C:33]4[CH2:34][C:35]([CH3:42])([CH3:41])[CH2:36][C:37]=43)[C:30]2=[O:43])[C:24]=1[CH:44]=[O:45].C([O-])(=O)C.[K+].C(#N)C. The yield is 0.290.